Dataset: Peptide-MHC class I binding affinity with 185,985 pairs from IEDB/IMGT. Task: Regression. Given a peptide amino acid sequence and an MHC pseudo amino acid sequence, predict their binding affinity value. This is MHC class I binding data. (1) The peptide sequence is LAEQFSGEY. The MHC is HLA-A03:01 with pseudo-sequence HLA-A03:01. The binding affinity (normalized) is 0.0847. (2) The binding affinity (normalized) is 0.0847. The peptide sequence is ITMYVAFEQ. The MHC is HLA-A68:02 with pseudo-sequence HLA-A68:02.